From a dataset of Reaction yield outcomes from USPTO patents with 853,638 reactions. Predict the reaction yield, written as a fraction of the theoretical maximum amount of product (1.0 means a 100% yield; for example, 0.34 means a 34% yield). (1) The reactants are Br[C:2]1[CH:3]=[C:4]([N:9]2[C:13]3=[N:14][CH:15]=[CH:16][CH:17]=[C:12]3[C:11]([C:18]([O:20][CH3:21])=[O:19])=[N:10]2)[CH:5]=[CH:6][C:7]=1[F:8].[C:22]([C@:24]1([OH:31])[CH2:28][CH2:27][N:26]([CH3:29])[C:25]1=[O:30])#[CH:23]. No catalyst specified. The product is [F:8][C:7]1[CH:6]=[CH:5][C:4]([N:9]2[C:13]3=[N:14][CH:15]=[CH:16][CH:17]=[C:12]3[C:11]([C:18]([O:20][CH3:21])=[O:19])=[N:10]2)=[CH:3][C:2]=1[C:23]#[C:22][C@:24]1([OH:31])[CH2:28][CH2:27][N:26]([CH3:29])[C:25]1=[O:30]. The yield is 0.570. (2) The reactants are [CH2:1]([O:3][C:4]1[CH:5]=[C:6]([CH:12]([NH2:18])[CH2:13][S:14]([CH3:17])(=[O:16])=[O:15])[CH:7]=[CH:8][C:9]=1[O:10][CH3:11])[CH3:2].[C:19]([NH:22][C@H:23]([C:28]([OH:30])=[O:29])[CH2:24][CH:25]([CH3:27])[CH3:26])(=[O:21])[CH3:20]. The catalyst is CO. The product is [C:19]([NH:22][C@H:23]([C:28]([OH:30])=[O:29])[CH2:24][CH:25]([CH3:26])[CH3:27])(=[O:21])[CH3:20].[CH2:1]([O:3][C:4]1[CH:5]=[C:6]([C@H:12]([NH2:18])[CH2:13][S:14]([CH3:17])(=[O:16])=[O:15])[CH:7]=[CH:8][C:9]=1[O:10][CH3:11])[CH3:2]. The yield is 0.900. (3) The reactants are [F:1][C:2]([F:42])([F:41])[C:3]1[CH:8]=[CH:7][C:6]([N:9]2[CH2:14][CH2:13][CH:12]([O:15][C:16]3[CH:40]=[CH:39][C:19]4[N:20]=[C:21]([C:23]([NH:25][CH:26]5[CH2:31][CH2:30][N:29](C(OC(C)(C)C)=O)[CH2:28][CH2:27]5)=[O:24])[S:22][C:18]=4[CH:17]=3)[CH2:11][CH2:10]2)=[CH:5][CH:4]=1.Cl. The catalyst is O1CCOCC1. The product is [NH:29]1[CH2:30][CH2:31][CH:26]([NH:25][C:23]([C:21]2[S:22][C:18]3[CH:17]=[C:16]([O:15][CH:12]4[CH2:11][CH2:10][N:9]([C:6]5[CH:5]=[CH:4][C:3]([C:2]([F:42])([F:1])[F:41])=[CH:8][CH:7]=5)[CH2:14][CH2:13]4)[CH:40]=[CH:39][C:19]=3[N:20]=2)=[O:24])[CH2:27][CH2:28]1. The yield is 0.990. (4) The reactants are [Cl:1][C:2]1[S:3][C:4]([Cl:11])=[CH:5][C:6]=1[C:7](OC)=[O:8].[BH4-].[Na+].[Cl-].[NH4+]. The catalyst is CO. The product is [Cl:1][C:2]1[S:3][C:4]([Cl:11])=[CH:5][C:6]=1[CH2:7][OH:8]. The yield is 0.220. (5) The reactants are [CH3:1][NH:2][CH2:3][C:4]1[C:12]2[C:7](=[CH:8][CH:9]=[CH:10][CH:11]=2)[N:6]([CH3:13])[CH:5]=1.CNCC1C=CC2C(=CC=CC=2)C=1CCC.[O:30]=[C:31]1[NH:36][C:35]2[N:37]=[CH:38][C:39](/[CH:41]=[CH:42]/[C:43]([OH:45])=O)=[CH:40][C:34]=2[C:33](=[O:46])[NH:32]1.Cl.CN1CC2C=C(/C=C/C(O)=O)C=NC=2NC(=O)C1. No catalyst specified. The product is [O:30]=[C:31]1[NH:36][C:35]2[N:37]=[CH:38][C:39](/[CH:41]=[CH:42]/[C:43]([N:2]([CH3:1])[CH2:3][C:4]3[C:12]4[C:7](=[CH:8][CH:9]=[CH:10][CH:11]=4)[N:6]([CH3:13])[CH:5]=3)=[O:45])=[CH:40][C:34]=2[C:33](=[O:46])[NH:32]1. The yield is 0.340. (6) The reactants are [OH2:1].P(Cl)(Cl)([Cl:4])=O.CN(C)C1C=CC=CC=1.[Cl-:16].O[C:18]1[C:23]([CH:24]=[N+](C)C)=[C:22](O)[N:21]=[C:20]([CH3:29])[N:19]=1. No catalyst specified. The product is [Cl:16][C:18]1[C:23]([CH:24]=[O:1])=[C:22]([Cl:4])[N:21]=[C:20]([CH3:29])[N:19]=1. The yield is 0.182. (7) The reactants are [H-].[Na+].[C:3]([CH2:5]P(=O)(OCC)OCC)#[N:4].[CH3:14][C:15]1[O:16][C:17]2[C:26]3[C:25](=O)[CH2:24][CH2:23][C:22]=3[CH:21]=[CH:20][C:18]=2[N:19]=1.[Cl-].[NH4+]. The catalyst is O1CCCC1. The product is [CH3:14][C:15]1[O:16][C:17]2[C:26]3[C:25](=[CH:5][C:3]#[N:4])[CH2:24][CH2:23][C:22]=3[CH:21]=[CH:20][C:18]=2[N:19]=1. The yield is 0.760.